This data is from Catalyst prediction with 721,799 reactions and 888 catalyst types from USPTO. The task is: Predict which catalyst facilitates the given reaction. (1) Reactant: [CH3:1][N:2]([S:11]([C:14]1[CH:19]=[CH:18][C:17]([NH:20][CH2:21][C:22]#[CH:23])=[CH:16][CH:15]=1)(=[O:13])=[O:12])[CH2:3][C:4]([O:6]C(C)(C)C)=[O:5].FC(F)(F)C(O)=O. Product: [CH3:1][N:2]([S:11]([C:14]1[CH:19]=[CH:18][C:17]([NH:20][CH2:21][C:22]#[CH:23])=[CH:16][CH:15]=1)(=[O:13])=[O:12])[CH2:3][C:4]([OH:6])=[O:5]. The catalyst class is: 4. (2) Reactant: [C:1]([C:5]1C=C(C2C=CC=C(C3N=C(C=O)C4C(C=3)=C[C:23]([O:27]C)=[C:22](OC)C=4)C=2)[CH:8]=[CH:9][CH:10]=1)(C)(C)[CH3:2].[BH4-].[Na+].C[C:36]([CH3:38])=[O:37]. Product: [CH3:22][CH2:23][O:27][C:36]([CH3:38])=[O:37].[CH3:2][CH2:1][CH2:5][CH2:10][CH2:9][CH3:8]. The catalyst class is: 8. (3) Reactant: [CH3:1][S:2]([C:5]1[N:10]=[C:9]([CH2:11][O:12]C2CCCCO2)[CH:8]=[CH:7][N:6]=1)(=[O:4])=[O:3].Cl. Product: [CH3:1][S:2]([C:5]1[N:10]=[C:9]([CH2:11][OH:12])[CH:8]=[CH:7][N:6]=1)(=[O:3])=[O:4]. The catalyst class is: 8. (4) Reactant: Cl.[CH3:2][O:3][C:4]1[CH:9]=[CH:8][C:7]([O:10][CH3:11])=[CH:6][C:5]=1[C:12]1[S:20][C:19]2[C:18](=[O:21])[N:17]([CH:22]3[CH2:27][CH2:26][NH:25][CH2:24][CH2:23]3)[C:16](=[O:28])[N:15]([CH2:29][C:30]3[CH:35]=[CH:34][C:33]([O:36][CH3:37])=[C:32]([F:38])[CH:31]=3)[C:14]=2[CH:13]=1.[CH2:39]([O:41][C:42]1[C:51]([O:52][CH3:53])=[CH:50][C:49]2[C:48]([C:54]3[CH:62]=[CH:61][C:57]([C:58](O)=[O:59])=[CH:56][CH:55]=3)=[N:47][C@@H:46]3[CH2:63][CH2:64][S:65][CH2:66][C@@H:45]3[C:44]=2[CH:43]=1)[CH3:40].CN(C(ON1N=NC2C=CC=NC1=2)=[N+](C)C)C.F[P-](F)(F)(F)(F)F.CCN(C(C)C)C(C)C. Product: [CH3:2][O:3][C:4]1[CH:9]=[CH:8][C:7]([O:10][CH3:11])=[CH:6][C:5]=1[C:12]1[S:20][C:19]2[C:18](=[O:21])[N:17]([CH:22]3[CH2:27][CH2:26][N:25]([C:58]([C:57]4[CH:61]=[CH:62][C:54]([C:48]5[C:49]6[CH:50]=[C:51]([O:52][CH3:53])[C:42]([O:41][CH2:39][CH3:40])=[CH:43][C:44]=6[C@H:45]6[CH2:66][S:65][CH2:64][CH2:63][C@H:46]6[N:47]=5)=[CH:55][CH:56]=4)=[O:59])[CH2:24][CH2:23]3)[C:16](=[O:28])[N:15]([CH2:29][C:30]3[CH:35]=[CH:34][C:33]([O:36][CH3:37])=[C:32]([F:38])[CH:31]=3)[C:14]=2[CH:13]=1. The catalyst class is: 2. (5) Reactant: [CH3:1][C:2]1[N:7]=[C:6]([C:8]([OH:10])=[O:9])[CH:5]=[CH:4][CH:3]=1.[Si](Cl)(C)(C)[CH3:12]. Product: [CH3:1][C:2]1[N:7]=[C:6]([C:8]([O:10][CH3:12])=[O:9])[CH:5]=[CH:4][CH:3]=1. The catalyst class is: 5. (6) Reactant: [Br:1][C:2]1[C:7]([F:8])=[CH:6][N:5]=[C:4]([OH:9])[CH:3]=1.[CH2:10](I)[CH3:11]. Product: [Br:1][C:2]1[C:7]([F:8])=[CH:6][N:5]=[C:4]([O:9][CH2:10][CH3:11])[CH:3]=1. The catalyst class is: 2.